From a dataset of Reaction yield outcomes from USPTO patents with 853,638 reactions. Predict the reaction yield, written as a fraction of the theoretical maximum amount of product (1.0 means a 100% yield; for example, 0.34 means a 34% yield). (1) The reactants are [H-].[Na+].[CH3:3][O:4][C:5]1[N:10]=[CH:9][C:8]([CH2:11][CH2:12][C:13]([O:15][CH3:16])=[O:14])=[CH:7][N:6]=1.[CH:17](OC)=[O:18]. The catalyst is COCCOC. The product is [CH3:16][O:15][C:13](=[O:14])[C:12]([CH2:11][C:8]1[CH:9]=[N:10][C:5]([O:4][CH3:3])=[N:6][CH:7]=1)=[CH:17][OH:18]. The yield is 0.517. (2) The reactants are [N:1]([CH2:4][C:5]1[CH:6]=[C:7]([CH:39]=[CH:40][CH:41]=1)[C:8]([NH:10][C:11]1[CH:16]=[CH:15][C:14]([N:17]2[CH2:22][CH2:21][CH2:20][CH2:19][CH2:18]2)=[CH:13][C:12]=1[C:23]([NH:25]/[N:26]=[CH:27]/[C:28]1[CH:33]=[CH:32][C:31]([Cl:34])=[C:30]([C:35]([F:38])([F:37])[F:36])[CH:29]=1)=[O:24])=[O:9])=[N+:2]=[N-:3].[C:42]([C:44]1[CH:52]=[CH:51][C:47]([C:48]([OH:50])=[O:49])=[CH:46][CH:45]=1)#[CH:43]. No catalyst specified. The product is [Cl:34][C:31]1[CH:32]=[CH:33][C:28](/[CH:27]=[N:26]/[NH:25][C:23]([C:12]2[CH:13]=[C:14]([N:17]3[CH2:18][CH2:19][CH2:20][CH2:21][CH2:22]3)[CH:15]=[CH:16][C:11]=2[NH:10][C:8]([C:7]2[CH:6]=[C:5]([CH:41]=[CH:40][CH:39]=2)[CH2:4][N:1]2[CH:43]=[C:42]([C:44]3[CH:52]=[CH:51][C:47]([C:48]([OH:50])=[O:49])=[CH:46][CH:45]=3)[N:3]=[N:2]2)=[O:9])=[O:24])=[CH:29][C:30]=1[C:35]([F:38])([F:36])[F:37]. The yield is 0.400. (3) The reactants are C[O:2][C:3]1[CH:8]=[CH:7][C:6]([O:9][C:10]2[CH:15]=[CH:14][C:13]([CH3:16])=[CH:12][CH:11]=2)=[CH:5][CH:4]=1.B(Br)(Br)Br. The catalyst is ClCCl. The product is [C:13]1([CH3:16])[CH:12]=[CH:11][C:10]([O:9][C:6]2[CH:7]=[CH:8][C:3]([OH:2])=[CH:4][CH:5]=2)=[CH:15][CH:14]=1. The yield is 0.830. (4) The reactants are [CH3:1][O:2][C:3]1[CH:8]=[C:7]([O:9][CH3:10])[CH:6]=[CH:5][C:4]=1[NH:11][C:12](=[NH:22])[CH2:13][C:14](=[O:21])[C:15]1[CH:20]=[CH:19][CH:18]=[CH:17][CH:16]=1.[C:23](OC)(=[O:26])[C:24]#[CH:25]. The catalyst is CO. The product is [NH2:22][C:12]1[N:11]([C:4]2[CH:5]=[CH:6][C:7]([O:9][CH3:10])=[CH:8][C:3]=2[O:2][CH3:1])[C:23](=[O:26])[CH:24]=[CH:25][C:13]=1[C:14](=[O:21])[C:15]1[CH:20]=[CH:19][CH:18]=[CH:17][CH:16]=1. The yield is 0.0500. (5) The reactants are [CH3:1][S:2](Cl)(=[O:4])=[O:3].[F:6][C:7]([F:26])([F:25])[C:8]1[CH:9]=[C:10]([S:14]([N:17]2[CH2:22][CH2:21][CH2:20][CH2:19][CH:18]2[CH2:23][OH:24])(=[O:16])=[O:15])[CH:11]=[CH:12][CH:13]=1.C(N(CC)CC)C. The catalyst is C(Cl)Cl. The product is [CH3:1][S:2]([O:24][CH2:23][CH:18]1[CH2:19][CH2:20][CH2:21][CH2:22][N:17]1[S:14]([C:10]1[CH:11]=[CH:12][CH:13]=[C:8]([C:7]([F:6])([F:25])[F:26])[CH:9]=1)(=[O:15])=[O:16])(=[O:4])=[O:3]. The yield is 0.430. (6) The reactants are [C:1]1(=[O:11])[C:9]2[C:4](=[CH:5][CH:6]=[CH:7][CH:8]=2)[C:3](=[O:10])O1.[NH2:12][CH:13]([CH2:16][CH2:17][CH3:18])[CH2:14][OH:15]. No catalyst specified. The product is [OH:15][CH2:14][CH:13]([N:12]1[C:3](=[O:10])[C:4]2[C:9](=[CH:8][CH:7]=[CH:6][CH:5]=2)[C:1]1=[O:11])[CH2:16][CH2:17][CH3:18]. The yield is 0.620. (7) The reactants are N1C2C(=CC=C3C=2N=CC=C3)C=CC=1.C([O-])([O-])=O.[Cs+].[Cs+].I[C:22]1[CH:27]=[CH:26][C:25]([O:28][CH3:29])=[CH:24][CH:23]=1.[CH2:30]([OH:34])/[CH:31]=[CH:32]/[CH3:33]. The catalyst is [Cu]I.C1(C)C=CC=CC=1. The yield is 0.860. The product is [CH2:30]([O:34][C:22]1[CH:27]=[CH:26][C:25]([O:28][CH3:29])=[CH:24][CH:23]=1)/[CH:31]=[CH:32]/[CH3:33]. (8) The catalyst is C(Cl)Cl. The product is [CH:29]1([O:28][C:26]([NH:25][CH:20]([C:21]([CH3:24])([CH3:23])[CH3:22])[C:19]([N:14]2[CH:13]([C:11](=[O:12])[NH:10][C:5]3([C:3]([O:2][CH3:1])=[O:4])[CH2:7][CH:6]3[CH:8]=[CH2:9])[CH2:17][CH:16]([O:18][C:40]([N:42]3[CH2:43][C:44]4[C:55](=[CH:54][CH:53]=[CH:49][C:48]=4[F:47])[CH2:46]3)=[O:41])[CH2:15]2)=[O:34])=[O:27])[CH2:30][CH2:31][CH2:32][CH2:33]1. The yield is 0.790. The reactants are [CH3:1][O:2][C:3]([C:5]1([NH:10][C:11]([CH:13]2[CH2:17][CH:16]([OH:18])[CH2:15][N:14]2[C:19](=[O:34])[CH:20]([NH:25][C:26]([O:28][CH:29]2[CH2:33][CH2:32][CH2:31][CH2:30]2)=[O:27])[C:21]([CH3:24])([CH3:23])[CH3:22])=[O:12])[CH2:7][CH:6]1[CH:8]=[CH2:9])=[O:4].C1N=CN([C:40]([N:42]2[CH:46]=N[CH:44]=[CH:43]2)=[O:41])C=1.[F:47][C:48]1C=[CH:55][CH:54]=[C:53]2[C:49]=1CNC2. (9) The reactants are Br[CH2:2][C:3]([C:5]1[CH:6]=[CH:7][C:8]2[C:9]([CH:23]=1)=[CH:10][CH:11]=[C:12]1[C:17]=2[O:16][CH2:15][C:14]2[CH:18]=[C:19]([Br:22])[CH:20]=[CH:21][C:13]1=2)=[O:4].[CH2:24]([O:31][C:32]([N:34]1[CH2:38][CH2:37][CH2:36][C@H:35]1[C:39]([OH:41])=[O:40])=[O:33])[C:25]1[CH:30]=[CH:29][CH:28]=[CH:27][CH:26]=1.C(N(CC)CC)C. The catalyst is CN(C)C=O.[Li+].[Cl-]. The product is [N:34]1([C:32]([O:31][CH2:24][C:25]2[CH:30]=[CH:29][CH:28]=[CH:27][CH:26]=2)=[O:33])[CH2:38][CH2:37][CH2:36][C@H:35]1[C:39]([O:41][CH2:2][C:3]([C:5]1[CH:6]=[CH:7][C:8]2[C:9]([CH:23]=1)=[CH:10][CH:11]=[C:12]1[C:17]=2[O:16][CH2:15][C:14]2[CH:18]=[C:19]([Br:22])[CH:20]=[CH:21][C:13]1=2)=[O:4])=[O:40]. The yield is 0.860.